This data is from Full USPTO retrosynthesis dataset with 1.9M reactions from patents (1976-2016). The task is: Predict the reactants needed to synthesize the given product. (1) Given the product [CH3:10][O:9][C:7](=[O:8])[C:6]1[CH:11]=[C:2]([O:1][CH2:16][C:17]2[CH:24]=[CH:23][CH:22]=[CH:21][C:18]=2[CH3:19])[CH:3]=[C:4]([C:12]([O:14][CH3:15])=[O:13])[CH:5]=1, predict the reactants needed to synthesize it. The reactants are: [OH:1][C:2]1[CH:3]=[C:4]([C:12]([O:14][CH3:15])=[O:13])[CH:5]=[C:6]([CH:11]=1)[C:7]([O:9][CH3:10])=[O:8].[CH3:16][C:17]1[CH:24]=[CH:23][CH:22]=[CH:21][C:18]=1[CH2:19]Br.C(=O)([O-])[O-].[K+].[K+]. (2) Given the product [C:25]([O:28][CH2:29][C:30]1[C:35]([C:2]2[CH:3]=[C:4]([NH:10][C:11]3[CH:20]=[CH:19][C:18]4[CH2:17][N:16]([CH:21]5[CH2:24][O:23][CH2:22]5)[CH2:15][CH2:14][C:13]=4[N:12]=3)[C:5](=[O:9])[N:6]([CH3:8])[CH:7]=2)=[CH:34][C:33]([F:45])=[CH:32][C:31]=1[N:46]1[CH2:57][CH2:56][C:55]2[C:54]3[CH2:53][C:52]([CH3:59])([CH3:58])[CH2:51][C:50]=3[S:49][C:48]=2[C:47]1=[O:60])(=[O:27])[CH3:26], predict the reactants needed to synthesize it. The reactants are: Br[C:2]1[CH:3]=[C:4]([NH:10][C:11]2[CH:20]=[CH:19][C:18]3[CH2:17][N:16]([CH:21]4[CH2:24][O:23][CH2:22]4)[CH2:15][CH2:14][C:13]=3[N:12]=2)[C:5](=[O:9])[N:6]([CH3:8])[CH:7]=1.[C:25]([O:28][CH2:29][C:30]1[C:35](B2OC(C)(C)C(C)(C)O2)=[CH:34][C:33]([F:45])=[CH:32][C:31]=1[N:46]1[CH2:57][CH2:56][C:55]2[C:54]3[CH2:53][C:52]([CH3:59])([CH3:58])[CH2:51][C:50]=3[S:49][C:48]=2[C:47]1=[O:60])(=[O:27])[CH3:26].CC(O[Na])=O.[O-]P([O-])([O-])=O.[K+].[K+].[K+]. (3) Given the product [Cl:1][C:2]1[CH:7]=[CH:6][CH:5]=[C:4]([Cl:8])[C:3]=1[CH2:9][CH2:10][C:11]1[C:15]([CH2:16][O:17][C:18]2[CH:23]=[CH:22][C:21]([C:24]3[CH:33]=[C:32]4[C:27]([CH:28]=[CH:29][C:30]([C:34]([OH:36])=[O:35])=[CH:31]4)=[CH:26][CH:25]=3)=[CH:20][CH:19]=2)=[C:14]([CH:38]([CH3:40])[CH3:39])[O:13][N:12]=1, predict the reactants needed to synthesize it. The reactants are: [Cl:1][C:2]1[CH:7]=[CH:6][CH:5]=[C:4]([Cl:8])[C:3]=1[CH2:9][CH2:10][C:11]1[C:15]([CH2:16][O:17][C:18]2[CH:23]=[CH:22][C:21]([C:24]3[CH:33]=[C:32]4[C:27]([CH:28]=[CH:29][C:30]([C:34]([O:36]C)=[O:35])=[CH:31]4)=[CH:26][CH:25]=3)=[CH:20][CH:19]=2)=[C:14]([CH:38]([CH3:40])[CH3:39])[O:13][N:12]=1.CO.[OH-].[Na+]. (4) Given the product [Cl:27][C:24]1[CH:25]=[CH:26][C:21]([CH2:20][N:13]([CH:10]2[CH2:11][CH2:12][NH:8][CH2:9]2)[CH2:14][C:15]([NH:16][CH2:17][CH3:18])=[O:19])=[CH:22][CH:23]=1, predict the reactants needed to synthesize it. The reactants are: C(OC([N:8]1[CH2:12][CH2:11][CH:10]([N:13]([CH2:20][C:21]2[CH:26]=[CH:25][C:24]([Cl:27])=[CH:23][CH:22]=2)[CH2:14][C:15](=[O:19])[NH:16][CH2:17][CH3:18])[CH2:9]1)=O)(C)(C)C.FC(F)(F)C(O)=O.